Task: Predict the product of the given reaction.. Dataset: Forward reaction prediction with 1.9M reactions from USPTO patents (1976-2016) (1) Given the reactants [CH3:1][N:2]([CH3:6])[C:3](Cl)=[O:4].[OH:7][C:8]([C:10]([F:13])([F:12])[F:11])=[O:9].[F:14][C:15]1[CH:41]=[C:40]([F:42])[CH:39]=[CH:38][C:16]=1[O:17][CH:18]1[CH2:23][CH2:22][N:21]([C:24]2[N:29]=[C:28]3[CH2:30][NH:31][CH2:32][CH2:33][C:27]3=[N:26][C:25]=2[NH:34][CH:35]([CH3:37])[CH3:36])[CH2:20][CH2:19]1.C(N(CC)CC)C, predict the reaction product. The product is: [F:14][C:15]1[CH:41]=[C:40]([F:42])[CH:39]=[CH:38][C:16]=1[O:17][CH:18]1[CH2:19][CH2:20][N:21]([C:24]2[N:29]=[C:28]3[CH2:30][N:31]([C:3]([N:2]([CH3:6])[CH3:1])=[O:4])[CH2:32][CH2:33][C:27]3=[N:26][C:25]=2[NH:34][CH:35]([CH3:37])[CH3:36])[CH2:22][CH2:23]1.[C:8]([OH:9])([C:10]([F:13])([F:12])[F:11])=[O:7]. (2) Given the reactants [CH3:1][C:2]1[C:3]([N+:15]([O-])=O)=[C:4]([CH2:8][C:9]([NH:11][CH:12]([CH3:14])[CH3:13])=[O:10])[CH:5]=[CH:6][CH:7]=1, predict the reaction product. The product is: [NH2:15][C:3]1[C:2]([CH3:1])=[CH:7][CH:6]=[CH:5][C:4]=1[CH2:8][C:9]([NH:11][CH:12]([CH3:14])[CH3:13])=[O:10]. (3) The product is: [ClH:1].[Cl:1][C:2]1[CH:3]=[C:4](/[CH:23]=[CH:24]/[C:25]([NH:27][OH:28])=[O:26])[CH:5]=[N:6][C:7]=1[NH:8][C@@H:9]1[CH2:13][CH2:12][N:11]([C:14](=[O:22])[CH2:15][CH:16]2[CH2:21][CH2:20][CH2:19][CH2:18][CH2:17]2)[CH2:10]1. Given the reactants [Cl:1][C:2]1[CH:3]=[C:4](/[CH:23]=[CH:24]/[C:25]([NH:27][O:28]C2CCCCO2)=[O:26])[CH:5]=[N:6][C:7]=1[NH:8][C@@H:9]1[CH2:13][CH2:12][N:11]([C:14](=[O:22])[CH2:15][CH:16]2[CH2:21][CH2:20][CH2:19][CH2:18][CH2:17]2)[CH2:10]1.Cl.C(O)C, predict the reaction product. (4) Given the reactants [Br:1][C:2]1[CH:3]=[C:4]([CH2:8][CH2:9]N)[CH:5]=[N:6][CH:7]=1.C([N:14](CC)C(C)C)(C)C.[CH2:20]([S:22](Cl)(=[O:24])=[O:23])[CH3:21], predict the reaction product. The product is: [Br:1][C:2]1[CH:3]=[C:4]([C@H:8]([NH:14][S:22]([CH2:20][CH3:21])(=[O:24])=[O:23])[CH3:9])[CH:5]=[N:6][CH:7]=1. (5) Given the reactants [Br:1][C:2]1[CH:3]=[C:4]([F:19])[C:5]([Cl:18])=[C:6]([O:8][C:9]2[C:14]([F:15])=[C:13]([CH3:16])[CH:12]=[CH:11][C:10]=2[Cl:17])[CH:7]=1.C1C(=O)N([Br:27])C(=O)C1, predict the reaction product. The product is: [Br:1][C:2]1[CH:3]=[C:4]([F:19])[C:5]([Cl:18])=[C:6]([O:8][C:9]2[C:14]([F:15])=[C:13]([CH2:16][Br:27])[CH:12]=[CH:11][C:10]=2[Cl:17])[CH:7]=1. (6) Given the reactants [OH:1][CH2:2][CH2:3][CH2:4][C:5]1[CH:10]=[C:9]([C:11]2[CH:16]=[C:15]([C:17]([F:20])([F:19])[F:18])[CH:14]=[C:13]([S:21](=[O:25])(=[O:24])[NH:22][CH3:23])[CH:12]=2)[N:8]=[C:7]([C:26]#[N:27])[N:6]=1.CC(OI1(OC(C)=O)(OC(C)=O)OC(=O)C2C=CC=CC1=2)=O, predict the reaction product. The product is: [CH3:23][NH:22][S:21]([C:13]1[CH:12]=[C:11]([C:9]2[CH:10]=[C:5]([CH2:4][CH2:3][CH:2]=[O:1])[N:6]=[C:7]([C:26]#[N:27])[N:8]=2)[CH:16]=[C:15]([C:17]([F:19])([F:18])[F:20])[CH:14]=1)(=[O:25])=[O:24].